Predict the product of the given reaction. From a dataset of Forward reaction prediction with 1.9M reactions from USPTO patents (1976-2016). (1) Given the reactants [CH2:1]([OH:5])[CH2:2][CH2:3][CH3:4].[CH:6]([CH:8]=[O:9])=[O:7], predict the reaction product. The product is: [C:8]([O:5][CH2:1][CH2:2][CH2:3][CH2:4][CH2:1][CH2:2][CH2:3][CH3:4])(=[O:9])[CH:6]=[O:7].[C:8]([O:5][CH2:1][CH2:2][CH2:3][CH3:4])(=[O:9])[CH:6]=[O:7]. (2) The product is: [CH2:1]([N:3]([CH2:4][CH3:5])[CH2:6][C:7]1[S:11][C:10]([C:12]2[O:16][N:15]=[C:14]([C:17]3[CH:22]=[C:21]([CH3:23])[C:20]([O:24][CH2:29][C@@H:28]4[CH2:30][O:31]4)=[C:19]([CH2:25][CH3:26])[CH:18]=3)[N:13]=2)=[CH:9][C:8]=1[CH3:27])[CH3:2]. Given the reactants [CH2:1]([N:3]([CH2:6][C:7]1[S:11][C:10]([C:12]2[O:16][N:15]=[C:14]([C:17]3[CH:22]=[C:21]([CH3:23])[C:20]([OH:24])=[C:19]([CH2:25][CH3:26])[CH:18]=3)[N:13]=2)=[CH:9][C:8]=1[CH3:27])[CH2:4][CH3:5])[CH3:2].[CH:28]([OH:31])([CH3:30])[CH3:29], predict the reaction product. (3) Given the reactants [CH2:1]([O:8][C:9]([N:11]1[CH2:15][C@H:14]([C:16]2([C:19]([O:21]CC)=[O:20])[CH2:18][CH2:17]2)[C@H:13]([F:24])[CH2:12]1)=[O:10])[C:2]1[CH:7]=[CH:6][CH:5]=[CH:4][CH:3]=1.[OH-].[Na+], predict the reaction product. The product is: [CH2:1]([O:8][C:9]([N:11]1[CH2:12][C@@H:13]([F:24])[C@@H:14]([C:16]2([C:19]([OH:21])=[O:20])[CH2:18][CH2:17]2)[CH2:15]1)=[O:10])[C:2]1[CH:7]=[CH:6][CH:5]=[CH:4][CH:3]=1.